Dataset: Full USPTO retrosynthesis dataset with 1.9M reactions from patents (1976-2016). Task: Predict the reactants needed to synthesize the given product. (1) Given the product [C:14]([Si:1]([O:18][C:19]1[CH:20]=[C:21]([C:27]2[CH:32]=[CH:31][CH:30]=[C:29]([CH:33]3[S:39][CH2:35][CH2:36][CH2:37][S:38]3)[CH:28]=2)[CH:22]=[C:23]([O:25][CH3:26])[CH:24]=1)([C:2]1[CH:3]=[CH:4][CH:5]=[CH:6][CH:7]=1)[C:8]1[CH:13]=[CH:12][CH:11]=[CH:10][CH:9]=1)([CH3:17])([CH3:16])[CH3:15], predict the reactants needed to synthesize it. The reactants are: [Si:1]([O:18][C:19]1[CH:20]=[C:21]([C:27]2[CH:32]=[CH:31][CH:30]=[C:29]([CH:33]=O)[CH:28]=2)[CH:22]=[C:23]([O:25][CH3:26])[CH:24]=1)([C:14]([CH3:17])([CH3:16])[CH3:15])([C:8]1[CH:13]=[CH:12][CH:11]=[CH:10][CH:9]=1)[C:2]1[CH:7]=[CH:6][CH:5]=[CH:4][CH:3]=1.[CH2:35]([SH:39])[CH2:36][CH2:37][SH:38].C(=O)(O)[O-].[Na+]. (2) Given the product [O:24]1[CH2:28][CH2:27][C@H:26]([NH:29][C:3]([C:5]2[N:6]=[N:7][C:8]([O:11][CH2:12][C:13]3[C:14]([CH2:19][CH2:20][CH2:21][CH3:22])=[N:15][O:16][C:17]=3[CH3:18])=[CH:9][CH:10]=2)=[O:4])[CH2:25]1, predict the reactants needed to synthesize it. The reactants are: CO[C:3]([C:5]1[N:6]=[N:7][C:8]([O:11][CH2:12][C:13]2[C:14]([CH2:19][CH2:20][CH2:21][CH3:22])=[N:15][O:16][C:17]=2[CH3:18])=[CH:9][CH:10]=1)=[O:4].Cl.[O:24]1[CH2:28][CH2:27][C@H:26]([NH2:29])[CH2:25]1. (3) The reactants are: [CH3:1][O:2][C:3]1[CH:4]=[C:5]2[C:9](=[CH:10][C:11]=1[O:12][CH3:13])[NH:8][C:7](=[O:14])[C:6]2=[O:15].[CH3:16][O:17][C:18]1[CH:23]=[C:22]([O:24][CH3:25])[CH:21]=[CH:20][C:19]=1Br. Given the product [CH3:16][O:17][C:18]1[CH:23]=[C:22]([O:24][CH3:25])[CH:21]=[CH:20][C:19]=1[C:6]1([OH:15])[C:5]2[C:9](=[CH:10][C:11]([O:12][CH3:13])=[C:3]([O:2][CH3:1])[CH:4]=2)[NH:8][C:7]1=[O:14], predict the reactants needed to synthesize it.